This data is from NCI-60 drug combinations with 297,098 pairs across 59 cell lines. The task is: Regression. Given two drug SMILES strings and cell line genomic features, predict the synergy score measuring deviation from expected non-interaction effect. Drug 1: C1C(C(OC1N2C=NC3=C(N=C(N=C32)Cl)N)CO)O. Drug 2: CN(C(=O)NC(C=O)C(C(C(CO)O)O)O)N=O. Cell line: MDA-MB-435. Synergy scores: CSS=36.1, Synergy_ZIP=-8.18, Synergy_Bliss=0.499, Synergy_Loewe=-37.3, Synergy_HSA=-0.679.